The task is: Predict which catalyst facilitates the given reaction.. This data is from Catalyst prediction with 721,799 reactions and 888 catalyst types from USPTO. Reactant: [NH2:1][C:2]1[S:3][C:4]([C:8]2[CH:9]=[C:10]([NH:15][S:16]([CH3:19])(=[O:18])=[O:17])[C:11]([Cl:14])=[N:12][CH:13]=2)=[C:5]([CH3:7])[N:6]=1.N1C=CC=CC=1.Cl[C:27]([O:29][C:30]1[CH:35]=[CH:34][CH:33]=[CH:32][CH:31]=1)=[O:28]. Product: [C:30]1([O:29][C:27](=[O:28])[NH:1][C:2]2[S:3][C:4]([C:8]3[CH:13]=[N:12][C:11]([Cl:14])=[C:10]([NH:15][S:16]([CH3:19])(=[O:18])=[O:17])[CH:9]=3)=[C:5]([CH3:7])[N:6]=2)[CH:35]=[CH:34][CH:33]=[CH:32][CH:31]=1. The catalyst class is: 118.